Dataset: Reaction yield outcomes from USPTO patents with 853,638 reactions. Task: Predict the reaction yield, written as a fraction of the theoretical maximum amount of product (1.0 means a 100% yield; for example, 0.34 means a 34% yield). (1) The reactants are C([N:8]1[CH2:13][CH2:12][O:11][C@H:10]([O:14][CH2:15][C:16]2[CH:21]=[C:20]([C:22]([F:25])([F:24])[F:23])[CH:19]=[C:18]([C:26]([F:29])([F:28])[F:27])[CH:17]=2)[C@H:9]1[C:30]1[CH:35]=[CH:34][CH:33]=[CH:32][CH:31]=1)C1C=CC=CC=1. The catalyst is C(O)C.O.[Pd]. The product is [F:29][C:26]([F:27])([F:28])[C:18]1[CH:17]=[C:16]([CH:21]=[C:20]([C:22]([F:23])([F:24])[F:25])[CH:19]=1)[CH2:15][O:14][C@H:10]1[O:11][CH2:12][CH2:13][NH:8][C@@H:9]1[C:30]1[CH:35]=[CH:34][CH:33]=[CH:32][CH:31]=1. The yield is 0.700. (2) The reactants are [Cl:1][C:2]1[CH:18]=[CH:17][C:5]2[CH2:6][CH2:7][N:8]([C:11](=[O:16])[C:12]([F:15])([F:14])[F:13])[CH2:9][CH2:10][C:4]=2[C:3]=1[NH:19][CH2:20][C:21]1[CH:26]=[CH:25][C:24]([C:27]2(OCC[O:35]2)[CH2:28][S:29][CH2:30][C:31]([F:34])([F:33])[F:32])=[CH:23][CH:22]=1.Cl. The catalyst is ClCCl.O1CCOCC1. The product is [Cl:1][C:2]1[CH:18]=[CH:17][C:5]2[CH2:6][CH2:7][N:8]([C:11](=[O:16])[C:12]([F:13])([F:14])[F:15])[CH2:9][CH2:10][C:4]=2[C:3]=1[NH:19][CH2:20][C:21]1[CH:26]=[CH:25][C:24]([C:27]([CH2:28][S:29][CH2:30][C:31]([F:34])([F:32])[F:33])=[O:35])=[CH:23][CH:22]=1. The yield is 0.410.